Dataset: Forward reaction prediction with 1.9M reactions from USPTO patents (1976-2016). Task: Predict the product of the given reaction. (1) Given the reactants [OH-].[Na+].[NH2:3][C@H:4]([C:8]([OH:10])=[O:9])[CH:5]([CH3:7])[CH3:6].Cl[C:12]([O:14][CH3:15])=[O:13].C1C=C2C(C(O)(O)C(=O)C2=CC=1)=O.OS(O)(=O)=O, predict the reaction product. The product is: [CH3:15][O:14][C:12]([NH:3][C@@H:4]([CH:5]([CH3:7])[CH3:6])[C:8]([OH:10])=[O:9])=[O:13]. (2) Given the reactants Br[C:2]1[CH:3]=[N:4][N:5]([C:7]2[CH:12]=[CH:11][C:10]([O:13][CH3:14])=[CH:9][CH:8]=2)[CH:6]=1.C([Li])CCC.CCCCCC.CN(C)[CH:28]=[O:29], predict the reaction product. The product is: [CH3:14][O:13][C:10]1[CH:11]=[CH:12][C:7]([N:5]2[CH:6]=[C:2]([CH:28]=[O:29])[CH:3]=[N:4]2)=[CH:8][CH:9]=1. (3) Given the reactants [NH2:1][C:2]1[CH:21]=[CH:20][C:5]([O:6][CH2:7][CH2:8][O:9][CH2:10][CH2:11][NH:12][C:13](=[O:19])[O:14][C:15]([CH3:18])([CH3:17])[CH3:16])=[C:4]([O:22][CH3:23])[CH:3]=1.Cl[C:25]1[N:30]=[C:29]([C:31]2[CH:32]=[CH:33][C:34]([O:39][CH:40]3[CH2:45][CH2:44][O:43][CH2:42][CH2:41]3)=[C:35]([CH:38]=2)[C:36]#[N:37])[CH:28]=[CH:27][N:26]=1, predict the reaction product. The product is: [C:36]([C:35]1[CH:38]=[C:31]([C:29]2[CH:28]=[CH:27][N:26]=[C:25]([NH:1][C:2]3[CH:21]=[CH:20][C:5]([O:6][CH2:7][CH2:8][O:9][CH2:10][CH2:11][NH:12][C:13](=[O:19])[O:14][C:15]([CH3:16])([CH3:17])[CH3:18])=[C:4]([O:22][CH3:23])[CH:3]=3)[N:30]=2)[CH:32]=[CH:33][C:34]=1[O:39][CH:40]1[CH2:45][CH2:44][O:43][CH2:42][CH2:41]1)#[N:37]. (4) Given the reactants [CH:1]1([CH:6]([C:8]2[C:9]([Cl:17])=[N:10][C:11]([S:15][CH3:16])=[N:12][C:13]=2[Cl:14])[OH:7])[CH2:5][CH2:4][CH2:3][CH2:2]1, predict the reaction product. The product is: [CH:1]1([C:6]([C:8]2[C:9]([Cl:17])=[N:10][C:11]([S:15][CH3:16])=[N:12][C:13]=2[Cl:14])=[O:7])[CH2:2][CH2:3][CH2:4][CH2:5]1. (5) Given the reactants [C:1]([O:4][CH2:5][C:6]([N:8]([CH2:13][C:14]1[N:18]([CH3:19])[C:17]([C:20]2[S:28][C:27]3[C:22](=[N:23][CH:24]=[CH:25][C:26]=3[O:29][C:30]3[CH:35]=[CH:34][C:33]([N+:36]([O-])=O)=[CH:32][C:31]=3[F:39])[CH:21]=2)=[N:16][CH:15]=1)[CH2:9][CH2:10][O:11][CH3:12])=[O:7])(=[O:3])[CH3:2].[Cl-].[NH4+].O, predict the reaction product. The product is: [C:1]([O:4][CH2:5][C:6]([N:8]([CH2:13][C:14]1[N:18]([CH3:19])[C:17]([C:20]2[S:28][C:27]3[C:22](=[N:23][CH:24]=[CH:25][C:26]=3[O:29][C:30]3[CH:35]=[CH:34][C:33]([NH2:36])=[CH:32][C:31]=3[F:39])[CH:21]=2)=[N:16][CH:15]=1)[CH2:9][CH2:10][O:11][CH3:12])=[O:7])(=[O:3])[CH3:2].